Dataset: Forward reaction prediction with 1.9M reactions from USPTO patents (1976-2016). Task: Predict the product of the given reaction. (1) Given the reactants [H-].[Na+].[CH3:3][NH:4][C:5]1[N:9]([CH3:10])[C:8]([C:11]2[CH:12]=[N:13][CH:14]=[CH:15][CH:16]=2)=[N:7][N:6]=1.Cl[CH:18]([C:20]1[N:24]=[C:23]([C:25]2[CH:30]=[CH:29][CH:28]=[C:27]([Cl:31])[CH:26]=2)[O:22][N:21]=1)[CH3:19], predict the reaction product. The product is: [Cl:31][C:27]1[CH:26]=[C:25]([C:23]2[O:22][N:21]=[C:20]([CH:18]([N:4]([CH3:3])[C:5]3[N:9]([CH3:10])[C:8]([C:11]4[CH:12]=[N:13][CH:14]=[CH:15][CH:16]=4)=[N:7][N:6]=3)[CH3:19])[N:24]=2)[CH:30]=[CH:29][CH:28]=1. (2) The product is: [OH:25][C@@H:22]1[CH2:23][CH2:24][C@H:19]([O:18][C:14]2[C:13]3[C:9]([O:8][CH2:7][CH:4]4[CH2:5][CH2:6][N:1]([CH2:26][C:28]5([C:33]([O:35][CH3:36])=[O:34])[CH2:32][CH2:31][CH2:30][CH2:29]5)[CH2:2][CH2:3]4)=[N:10][O:11][C:12]=3[CH:17]=[CH:16][CH:15]=2)[CH2:20][CH2:21]1. Given the reactants [NH:1]1[CH2:6][CH2:5][CH:4]([CH2:7][O:8][C:9]2[C:13]3[C:14]([O:18][C@@H:19]4[CH2:24][CH2:23][C@H:22]([OH:25])[CH2:21][CH2:20]4)=[CH:15][CH:16]=[CH:17][C:12]=3[O:11][N:10]=2)[CH2:3][CH2:2]1.[CH:26]([C:28]1([C:33]([O:35][CH3:36])=[O:34])[CH2:32][CH2:31][CH2:30][CH2:29]1)=O.C(C1(C(OC)=O)CCC1)=O, predict the reaction product.